From a dataset of Forward reaction prediction with 1.9M reactions from USPTO patents (1976-2016). Predict the product of the given reaction. (1) Given the reactants [H-].[Na+].[N+:3]([C:6]1[CH:12]=[CH:11][CH:10]=[CH:9][C:7]=1[NH2:8])([O-:5])=[O:4].[CH3:13][C:14]1[CH:21]=[CH:20][C:19]([CH3:22])=[CH:18][C:15]=1[CH2:16]Br, predict the reaction product. The product is: [CH3:13][C:14]1[CH:21]=[CH:20][C:19]([CH3:22])=[CH:18][C:15]=1[CH2:16][NH:8][C:7]1[CH:9]=[CH:10][CH:11]=[CH:12][C:6]=1[N+:3]([O-:5])=[O:4]. (2) Given the reactants [C:1]1([S:7]([C:10]2[CH:11]=[CH:12][C:13]([C:17]([F:20])([F:19])[F:18])=[C:14]([CH:16]=2)N)(=[O:9])=[O:8])[CH:6]=[CH:5][CH:4]=[CH:3][CH:2]=1.[ClH:21].N([O-])=O.[Na+].[S:26](=[O:28])=[O:27], predict the reaction product. The product is: [F:18][C:17]([F:20])([F:19])[C:13]1[CH:12]=[CH:11][C:10]([S:7]([C:1]2[CH:6]=[CH:5][CH:4]=[CH:3][CH:2]=2)(=[O:9])=[O:8])=[CH:16][C:14]=1[S:26]([Cl:21])(=[O:28])=[O:27].